This data is from Forward reaction prediction with 1.9M reactions from USPTO patents (1976-2016). The task is: Predict the product of the given reaction. (1) Given the reactants [Cl:1][C:2]1[N:10]=[C:9]2[C:5]([N:6]=[CH:7][N:8]2[C@@H:11]2[O:23][C@H:22]([CH2:24][O:25][CH3:26])[C@@H:17]([O:18]C(=O)C)[C@H:12]2[O:13]C(=O)C)=[C:4](Cl)[N:3]=1.[CH:28]1([NH2:33])[CH2:32][CH2:31][CH2:30][CH2:29]1, predict the reaction product. The product is: [CH:28]1([NH:33][C:4]2[C:5]3[N:6]=[CH:7][N:8]([C:9]=3[N:10]=[C:2]([Cl:1])[N:3]=2)[C@@H:11]2[O:23][C@H:22]([CH2:24][O:25][CH3:26])[C@@H:17]([OH:18])[C@H:12]2[OH:13])[CH2:32][CH2:31][CH2:30][CH2:29]1. (2) Given the reactants [H-].[Na+].[F:3][CH:4]([F:7])[CH2:5][OH:6].Cl[C:9]1[N:10]=[N:11][C:12]([Cl:21])=[CH:13][C:14]=1[N:15]1[CH2:20][CH2:19][O:18][CH2:17][CH2:16]1, predict the reaction product. The product is: [Cl:21][C:12]1[N:11]=[N:10][C:9]([O:6][CH2:5][CH:4]([F:7])[F:3])=[C:14]([N:15]2[CH2:20][CH2:19][O:18][CH2:17][CH2:16]2)[CH:13]=1. (3) Given the reactants Br[C:2]1[CH:3]=[N:4][CH:5]=[C:6]2[C:11]=1[N:10]=[C:9]([C:12]([NH:14][CH:15]([C:17]([OH:20])([CH3:19])[CH3:18])[CH3:16])=[O:13])[CH:8]=[CH:7]2.[Cl:21][C:22]1[CH:27]=[CH:26][CH:25]=[CH:24][C:23]=1B(O)O, predict the reaction product. The product is: [Cl:21][C:22]1[CH:27]=[CH:26][CH:25]=[CH:24][C:23]=1[C:2]1[CH:3]=[N:4][CH:5]=[C:6]2[C:11]=1[N:10]=[C:9]([C:12]([NH:14][CH:15]([C:17]([OH:20])([CH3:19])[CH3:18])[CH3:16])=[O:13])[CH:8]=[CH:7]2. (4) Given the reactants [N+:1]([C:4]1[CH:5]=[N:6][N:7]([CH2:9][CH2:10][NH2:11])[CH:8]=1)([O-:3])=[O:2].CN1C(=O)CCC1.Cl[C:20]1[N:25]=[C:24]([O:26][CH3:27])[CH:23]=[C:22]([O:28][CH3:29])[N:21]=1.C([O-])([O-])=O.[K+].[K+], predict the reaction product. The product is: [CH3:29][O:28][C:22]1[CH:23]=[C:24]([O:26][CH3:27])[N:25]=[C:20]([NH:11][CH2:10][CH2:9][N:7]2[CH:8]=[C:4]([N+:1]([O-:3])=[O:2])[CH:5]=[N:6]2)[N:21]=1. (5) Given the reactants Br[C:2]1[C:3](=[O:13])[C:4]2[C:9]([C:10](=[O:12])[CH:11]=1)=[CH:8][CH:7]=[CH:6][CH:5]=2.[F:14][C:15]([F:25])([F:24])[C:16]1[CH:17]=[C:18]([CH:21]=[CH:22][CH:23]=1)[CH2:19][NH2:20], predict the reaction product. The product is: [F:14][C:15]([F:24])([F:25])[C:16]1[CH:17]=[C:18]([CH:21]=[CH:22][CH:23]=1)[CH2:19][NH:20][C:2]1[C:3](=[O:13])[C:4]2[C:9]([C:10](=[O:12])[CH:11]=1)=[CH:8][CH:7]=[CH:6][CH:5]=2. (6) The product is: [C:15]([O:19][C:20]([NH:22][CH:23]([CH2:28][N:29]1[CH:33]=[C:32]([P:35]([O:39][CH2:40][CH3:41])([O:36][CH2:37][CH3:38])=[O:42])[CH:31]=[N:30]1)[C:24]([O:26][CH3:27])=[O:25])=[O:21])([CH3:18])([CH3:17])[CH3:16]. Given the reactants C([O-])(=O)C.[Na+].C(N(C(C)C)C(C)C)C.[C:15]([O:19][C:20]([NH:22][CH:23]([CH2:28][N:29]1[CH:33]=[C:32](I)[CH:31]=[N:30]1)[C:24]([O:26][CH3:27])=[O:25])=[O:21])([CH3:18])([CH3:17])[CH3:16].[P:35]([O-:42])([O:39][CH2:40][CH3:41])[O:36][CH2:37][CH3:38], predict the reaction product.